Predict the reactants needed to synthesize the given product. From a dataset of Full USPTO retrosynthesis dataset with 1.9M reactions from patents (1976-2016). Given the product [CH:14]1([C:12]2[NH:11][N:10]=[C:9]([NH:8][C:6]3[CH:5]=[C:4]([CH3:19])[N:3]=[C:2]([NH:20][C:21]4[CH:22]=[CH:23][C:24]([NH:27][C:28](=[O:39])[C:29]5[CH:34]=[CH:33][CH:32]=[C:31]([C:35]([F:36])([F:37])[F:38])[CH:30]=5)=[CH:25][CH:26]=4)[N:7]=3)[CH:13]=2)[CH2:18][CH2:17][CH2:16][CH2:15]1, predict the reactants needed to synthesize it. The reactants are: Cl[C:2]1[N:7]=[C:6]([NH:8][C:9]2[CH:13]=[C:12]([CH:14]3[CH2:18][CH2:17][CH2:16][CH2:15]3)[NH:11][N:10]=2)[CH:5]=[C:4]([CH3:19])[N:3]=1.[NH2:20][C:21]1[CH:26]=[CH:25][C:24]([NH:27][C:28](=[O:39])[C:29]2[CH:34]=[CH:33][CH:32]=[C:31]([C:35]([F:38])([F:37])[F:36])[CH:30]=2)=[CH:23][CH:22]=1.Cl.